Regression/Classification. Given a drug SMILES string, predict its absorption, distribution, metabolism, or excretion properties. Task type varies by dataset: regression for continuous measurements (e.g., permeability, clearance, half-life) or binary classification for categorical outcomes (e.g., BBB penetration, CYP inhibition). Dataset: cyp2c9_veith. From a dataset of CYP2C9 inhibition data for predicting drug metabolism from PubChem BioAssay. (1) The molecule is c1ccc(CN2CCC3(CC2)SSC2(CCN(Cc4ccccc4)CC2)SS3)cc1. The result is 0 (non-inhibitor). (2) The molecule is C[C@@](N)(C(=O)O)c1ccc(C(=O)O)cc1. The result is 0 (non-inhibitor). (3) The compound is CO[C@@H]1[C@H](O)CC(=O)O[C@H](C)C/C=C\C=C/[C@H](O[C@H]2CC[C@H](N(C)C)[C@H](C)O2)[C@H](C)C[C@H](CC=O)[C@H]1O[C@H]1O[C@@H](C)[C@@H](O[C@@H]2C[C@](C)(O)[C@H](O)[C@H](C)O2)[C@@H](N(C)C)[C@@H]1O. The result is 0 (non-inhibitor). (4) The molecule is CN1CCN(c2ncncc2-c2cccnc2)CC1. The result is 0 (non-inhibitor). (5) The molecule is Cc1ccc(OCC(=O)Nc2ccc(S(=O)(=O)Nc3onc(C)c3C)cc2)cc1. The result is 1 (inhibitor). (6) The drug is Cn1ccnc1SCC(=O)Nc1sccc1C#N. The result is 1 (inhibitor).